From a dataset of Full USPTO retrosynthesis dataset with 1.9M reactions from patents (1976-2016). Predict the reactants needed to synthesize the given product. (1) Given the product [NH:23]1[CH:21]=[C:20]([NH:22][C:12]([C:8]2[N:9]=[CH:10][O:11][C:7]=2[C:3]2[CH:2]=[C:1]([CH3:15])[CH:6]=[CH:5][CH:4]=2)=[O:14])[CH:19]=[N:24]1, predict the reactants needed to synthesize it. The reactants are: [C:1]1([CH3:15])[CH:6]=[CH:5][CH:4]=[C:3]([C:7]2[O:11][CH:10]=[N:9][C:8]=2[C:12]([OH:14])=O)[CH:2]=1.C1C=C[C:19]2[N:24](O)[N:23]=[N:22][C:20]=2[CH:21]=1.C(Cl)CCl.N1C=C(N)C=N1.CCN(C(C)C)C(C)C. (2) The reactants are: [S:1]1[C:5]([C:6]2[C:11]([C:12]([F:15])([F:14])[F:13])=[CH:10][N:9]=[C:8](O)[N:7]=2)=[CH:4][C:3]2[CH:17]=[CH:18][CH:19]=[CH:20][C:2]1=2.P(Cl)(Cl)([Cl:23])=O. Given the product [S:1]1[C:5]([C:6]2[C:11]([C:12]([F:15])([F:14])[F:13])=[CH:10][N:9]=[C:8]([Cl:23])[N:7]=2)=[CH:4][C:3]2[CH:17]=[CH:18][CH:19]=[CH:20][C:2]1=2, predict the reactants needed to synthesize it. (3) Given the product [C:1]([O:5][C:6](=[O:28])[NH:7][CH:8]1[CH2:13][CH2:12][N:11]([CH2:14][CH2:15][N:16]2[C:25]3[C:20](=[CH:21][CH:22]=[C:23]([C:29]#[N:30])[CH:24]=3)[CH:19]=[CH:18][C:17]2=[O:27])[CH2:10][CH2:9]1)([CH3:4])([CH3:3])[CH3:2], predict the reactants needed to synthesize it. The reactants are: [C:1]([O:5][C:6](=[O:28])[NH:7][CH:8]1[CH2:13][CH2:12][N:11]([CH2:14][CH2:15][N:16]2[C:25]3[C:20](=[CH:21][CH:22]=[C:23](Br)[CH:24]=3)[CH:19]=[CH:18][C:17]2=[O:27])[CH2:10][CH2:9]1)([CH3:4])([CH3:3])[CH3:2].[C-:29]#[N:30].[K+].C1(P(C2C=CC=CC=2)C2C3OC4C(=CC=CC=4P(C4C=CC=CC=4)C4C=CC=CC=4)C(C)(C)C=3C=CC=2)C=CC=CC=1. (4) Given the product [CH3:25][N:23]1[CH:24]=[C:20]([C:16]2[C:14]3[N:15]=[C:10]([O:8][CH2:7][CH:4]4[CH2:5][CH2:6][O:1][CH2:2][CH2:3]4)[N:11]=[C:12]([OH:26])[C:13]=3[CH:19]=[CH:18][N:17]=2)[N:21]=[CH:22]1, predict the reactants needed to synthesize it. The reactants are: [O:1]1[CH2:6][CH2:5][CH:4]([CH2:7][OH:8])[CH2:3][CH2:2]1.Cl[C:10]1[N:11]=[C:12]([OH:26])[C:13]2[CH:19]=[CH:18][N:17]=[C:16]([C:20]3[N:21]=[CH:22][N:23]([CH3:25])[CH:24]=3)[C:14]=2[N:15]=1. (5) Given the product [CH3:5][N:6]([CH3:8])[NH:7][C:11]([C:13]1[O:17][N:16]=[C:15]([O:18][CH2:19][C:20]2[C:21]([C:26]3[CH:31]=[CH:30][CH:29]=[CH:28][N:27]=3)=[N:22][O:23][C:24]=2[CH3:25])[CH:14]=1)=[O:10], predict the reactants needed to synthesize it. The reactants are: C[Al](C)C.[CH3:5][N:6]([CH3:8])[NH2:7].C[O:10][C:11]([C:13]1[O:17][N:16]=[C:15]([O:18][CH2:19][C:20]2[C:21]([C:26]3[CH:31]=[CH:30][CH:29]=[CH:28][N:27]=3)=[N:22][O:23][C:24]=2[CH3:25])[CH:14]=1)=O.[C@H](O)(C([O-])=O)[C@@H](O)C([O-])=O.[Na+].[K+]. (6) The reactants are: [ClH:1].C[N:3]1[C:7]2=[N:8][C:9]([NH2:19])=[N:10][C:11](N3CCNC[C@@H]3C)=[C:6]2[C:5](C)=[N:4]1.C([O-])(=O)C.[Na+].[Br:26]Br. Given the product [Br:26][C:5]1[C:6]2[C:7](=[N:8][C:9]([NH2:19])=[N:10][C:11]=2[Cl:1])[NH:3][N:4]=1, predict the reactants needed to synthesize it. (7) Given the product [CH2:20]([N:10]1[CH:11]=[C:7]([C:1]2[CH:2]=[CH:3][CH:4]=[CH:5][CH:6]=2)[N:8]=[C:9]1[C:12]1[C:13]([NH2:17])=[N:14][O:15][N:16]=1)[CH:21]([CH3:23])[CH3:22], predict the reactants needed to synthesize it. The reactants are: [C:1]1([C:7]2[N:8]=[C:9]([C:12]3[C:13]([NH2:17])=[N:14][O:15][N:16]=3)[NH:10][CH:11]=2)[CH:6]=[CH:5][CH:4]=[CH:3][CH:2]=1.[H-].[Na+].[CH2:20](I)[CH:21]([CH3:23])[CH3:22].